Dataset: Full USPTO retrosynthesis dataset with 1.9M reactions from patents (1976-2016). Task: Predict the reactants needed to synthesize the given product. (1) The reactants are: [Br:1][C:2]1[CH:7]=[CH:6][C:5]([S:8](Cl)(=O)=O)=[CH:4][C:3]=1[F:12].C1(P(C2C=CC=CC=2)C2C=CC=CC=2)C=CC=CC=1.Cl. Given the product [Br:1][C:2]1[CH:7]=[CH:6][C:5]([SH:8])=[CH:4][C:3]=1[F:12], predict the reactants needed to synthesize it. (2) Given the product [Br:28][C:29]1[N:34]=[CH:33][C:32]([CH2:35][NH:27][C:24]2[CH:23]=[CH:22][C:21]([CH2:20][C:12]3[C:13]4[C:14](=[N:15][CH:16]=[C:17]([Cl:19])[CH:18]=4)[NH:10][CH:11]=3)=[CH:26][N:25]=2)=[CH:31][CH:30]=1, predict the reactants needed to synthesize it. The reactants are: C1(S([N:10]2[C:14]3=[N:15][CH:16]=[C:17]([Cl:19])[CH:18]=[C:13]3[C:12]([CH2:20][C:21]3[CH:22]=[CH:23][C:24]([NH2:27])=[N:25][CH:26]=3)=[CH:11]2)(=O)=O)C=CC=CC=1.[Br:28][C:29]1[N:34]=[CH:33][C:32]([CH:35]=O)=[CH:31][CH:30]=1.C([BH3-])#N.[OH-].[Na+].[Cl-].[NH4+].